From a dataset of Tox21: 12 toxicity assays (nuclear receptors and stress response pathways). Binary classification across 12 toxicity assays. (1) The compound is CC(=O)[C@@]1(O)CC[C@H]2[C@@H]3C=C(Cl)C4=CC(=O)CC[C@]4(C)[C@H]3CC[C@@]21C. It tested positive (active) for: NR-AR (Androgen Receptor agonist activity), NR-AR-LBD (Androgen Receptor Ligand Binding Domain agonist), and NR-ER (Estrogen Receptor agonist activity). (2) The compound is Cc1cc(N)c2ccccc2[n+]1CCCCCCCCCC[n+]1c(C)cc(N)c2ccccc21. It tested positive (active) for: NR-Aromatase (Aromatase enzyme inhibition). (3) The compound is O=[N+]([O-])c1ccc([O-])cc1. It tested positive (active) for: SR-MMP (Mitochondrial Membrane Potential disruption).